This data is from Reaction yield outcomes from USPTO patents with 853,638 reactions. The task is: Predict the reaction yield, written as a fraction of the theoretical maximum amount of product (1.0 means a 100% yield; for example, 0.34 means a 34% yield). The reactants are [CH2:1]([N:4]([C@@H:17]([C:33]1[CH:38]=[CH:37][CH:36]=[CH:35][CH:34]=1)[C:18]([N:20]1[CH2:24][CH2:23][C@H:22]([O:25][Si:26]([C:29]([CH3:32])([CH3:31])[CH3:30])([CH3:28])[CH3:27])[CH2:21]1)=[O:19])S(C1C=CC=CC=1[N+]([O-])=O)(=O)=O)[CH:2]=[CH2:3].C(=O)([O-])[O-].[K+].[K+].C1(S)C=CC=CC=1.O. The catalyst is CN(C)C=O. The product is [CH2:1]([NH:4][C@@H:17]([C:33]1[CH:34]=[CH:35][CH:36]=[CH:37][CH:38]=1)[C:18]([N:20]1[CH2:24][CH2:23][C@H:22]([O:25][Si:26]([C:29]([CH3:31])([CH3:32])[CH3:30])([CH3:27])[CH3:28])[CH2:21]1)=[O:19])[CH:2]=[CH2:3]. The yield is 0.971.